Dataset: hERG potassium channel inhibition data for cardiac toxicity prediction from Karim et al.. Task: Regression/Classification. Given a drug SMILES string, predict its toxicity properties. Task type varies by dataset: regression for continuous values (e.g., LD50, hERG inhibition percentage) or binary classification for toxic/non-toxic outcomes (e.g., AMES mutagenicity, cardiotoxicity, hepatotoxicity). Dataset: herg_karim. (1) The compound is C[NH+]1CCCC[C@@H]1CCN1c2ccccc2Sc2ccc([S+](C)[O-])cc21. The result is 1 (blocker). (2) The drug is CCOc1cncc(-c2ccc3c(c2)C2(COC(N)=N2)C2(CC2)CO3)c1. The result is 1 (blocker). (3) The drug is COc1c(C(C)=O)c(O)c(OCc2ccc(Br)cc2)c2occc12. The result is 1 (blocker). (4) The compound is Cc1ncc(-c2ccccc2CCNC(=O)c2ccc(C(=O)NCCCC(F)(F)F)nc2)cn1. The result is 0 (non-blocker). (5) The molecule is O=C(/C=C/c1ccc2c(c1)CN(S(=O)(=O)c1ccncc1)C2)NO. The result is 0 (non-blocker). (6) The drug is Cc1cc(F)ccc1OC1CCN(CC2CCN([C@@H](Cc3ccc(F)cc3)C(=O)O)CC2)CC1. The result is 0 (non-blocker).